Dataset: Retrosynthesis with 50K atom-mapped reactions and 10 reaction types from USPTO. Task: Predict the reactants needed to synthesize the given product. (1) Given the product CCc1nnc2c(NC3CC3)nc3ccccc3n12, predict the reactants needed to synthesize it. The reactants are: CCc1nnc2c(Cl)nc3ccccc3n12.NC1CC1. (2) Given the product CCO[C@@H](Cc1ccc(OC/C(CC)=C(/C)c2ccc(Br)cc2)cc1)C(=O)O, predict the reactants needed to synthesize it. The reactants are: CCOC(=O)[C@H](Cc1ccc(OC/C(CC)=C(/C)c2ccc(Br)cc2)cc1)OCC. (3) Given the product CC(C)(C)n1cc(CO)cn1, predict the reactants needed to synthesize it. The reactants are: COC(=O)c1cnn(C(C)(C)C)c1.